From a dataset of Forward reaction prediction with 1.9M reactions from USPTO patents (1976-2016). Predict the product of the given reaction. (1) The product is: [NH2:1][C:4]1[CH:9]=[CH:8][C:7]([NH:10][S:11]([CH3:14])(=[O:13])=[O:12])=[CH:6][CH:5]=1. Given the reactants [N+:1]([C:4]1[CH:9]=[CH:8][C:7]([NH:10][S:11]([CH3:14])(=[O:13])=[O:12])=[CH:6][CH:5]=1)([O-])=O.[H][H], predict the reaction product. (2) Given the reactants [C:1]([C:4]1[CH:13]=[C:12]2[C:7]([C:8](=[O:24])[N:9]=[C:10]([CH3:23])[N:11]2[CH2:14][C:15]2[CH:20]=[CH:19][C:18]([Cl:21])=[CH:17][C:16]=2[Cl:22])=[CH:6][CH:5]=1)(=[O:3])N.S(=O)(=O)(O)[OH:26], predict the reaction product. The product is: [C:1]([C:4]1[CH:13]=[C:12]2[C:7]([C:8](=[O:24])[N:9]=[C:10]([CH3:23])[N:11]2[CH2:14][C:15]2[CH:20]=[CH:19][C:18]([Cl:21])=[CH:17][C:16]=2[Cl:22])=[CH:6][CH:5]=1)([OH:3])=[O:26]. (3) Given the reactants [C@H:1]1([O:12][C@H:13]2[C@H:22]([OH:23])[C@@H:21]([CH2:24][O:25][C@H:26]3[O:34][C@H:33]([CH2:35][OH:36])[C@@H:31]([OH:32])[C@H:29]([OH:30])[C@@H:27]3[OH:28])[O:20][C@H:15]([O:16][CH2:17][CH2:18][NH2:19])[C@H:14]2[OH:37])[O:9][C@H:8]([CH2:10][OH:11])[C@@H:6]([OH:7])[C@H:4]([OH:5])[C@@H:2]1[OH:3].O=C1CCC(=O)N1[O:45][C:46](=O)[CH2:47][CH2:48][CH2:49][CH2:50][C:51]([O:53][CH2:54][C:55]1[CH:60]=[CH:59][CH:58]=[CH:57][CH:56]=1)=[O:52], predict the reaction product. The product is: [C@H:1]1([O:12][C@H:13]2[C@H:22]([OH:23])[C@@H:21]([CH2:24][O:25][C@H:26]3[O:34][C@H:33]([CH2:35][OH:36])[C@@H:31]([OH:32])[C@H:29]([OH:30])[C@@H:27]3[OH:28])[O:20][C@H:15]([O:16][CH2:17][CH2:18][NH:19][C:46](=[O:45])[CH2:47][CH2:48][CH2:49][CH2:50][C:51]([O:53][CH2:54][C:55]3[CH:60]=[CH:59][CH:58]=[CH:57][CH:56]=3)=[O:52])[C@H:14]2[OH:37])[O:9][C@H:8]([CH2:10][OH:11])[C@@H:6]([OH:7])[C@H:4]([OH:5])[C@@H:2]1[OH:3].